From a dataset of Forward reaction prediction with 1.9M reactions from USPTO patents (1976-2016). Predict the product of the given reaction. (1) Given the reactants [C:1]([C:5]1[CH:6]=[C:7]([OH:13])[C:8](=[CH:11][CH:12]=1)[CH:9]=O)([CH3:4])([CH3:3])[CH3:2].C(=O)([O-])[O-].[K+].[K+].[F:20][C:21]([F:30])([F:29])/[CH:22]=[CH:23]/[C:24]([O:26][CH2:27][CH3:28])=[O:25].Cl, predict the reaction product. The product is: [CH3:2][C:1]([C:5]1[CH:12]=[CH:11][C:8]2[CH:9]=[C:23]([C:24]([O:26][CH2:27][CH3:28])=[O:25])[CH:22]([C:21]([F:20])([F:30])[F:29])[O:13][C:7]=2[CH:6]=1)([CH3:4])[CH3:3]. (2) Given the reactants [CH3:1][N:2]1[N:6]=[N:5][C:4]([C:7]2[NH:8][C:9]3[C:14]([C:15]=2[C:16]2[CH:23]=[CH:22][C:19]([CH:20]=O)=[CH:18][CH:17]=2)=[CH:13][CH:12]=[CH:11][CH:10]=3)=[N:3]1.Cl.[NH2:25][OH:26].N1C=CC=CC=1, predict the reaction product. The product is: [CH3:1][N:2]1[N:6]=[N:5][C:4]([C:7]2[NH:8][C:9]3[C:14]([C:15]=2[C:16]2[CH:23]=[CH:22][C:19]([CH:20]=[N:25][OH:26])=[CH:18][CH:17]=2)=[CH:13][CH:12]=[CH:11][CH:10]=3)=[N:3]1. (3) Given the reactants Cl.[NH:2]1[C:6]([C:7]([NH:10][S:11]([C:14]2[CH:19]=[CH:18][C:17]([C:20]3[CH:25]=[CH:24][CH:23]=[C:22]([CH2:26][NH2:27])[CH:21]=3)=[CH:16][CH:15]=2)(=[O:13])=[O:12])([CH3:9])[CH3:8])=[CH:5][N:4]=[N:3]1.C(N(CC)CC)C.[CH2:35]1[CH2:39][O:38][CH2:37][CH2:36]1.O, predict the reaction product. The product is: [NH:2]1[C:6]([C:7]([NH:10][S:11]([C:14]2[CH:15]=[CH:16][C:17]([C:20]3[CH:25]=[CH:24][CH:23]=[C:22]([CH2:26][NH:27][C:37]([CH:36]4[CH2:35][CH2:39]4)=[O:38])[CH:21]=3)=[CH:18][CH:19]=2)(=[O:13])=[O:12])([CH3:9])[CH3:8])=[CH:5][N:4]=[N:3]1.